This data is from Retrosynthesis with 50K atom-mapped reactions and 10 reaction types from USPTO. The task is: Predict the reactants needed to synthesize the given product. Given the product CC(C)(C)OC(=O)N1CCC(F)(CCc2ccc(F)cc2)CC1, predict the reactants needed to synthesize it. The reactants are: CC(C)(C)OC(=O)N1CCC(F)(C#Cc2ccc(F)cc2)CC1.